Dataset: Drug-target binding data from BindingDB using IC50 measurements. Task: Regression. Given a target protein amino acid sequence and a drug SMILES string, predict the binding affinity score between them. We predict pIC50 (pIC50 = -log10(IC50 in M); higher means more potent). Dataset: bindingdb_ic50. The small molecule is CCCCCCCCCCCC(=O)c1c(O)cc(O)c(C(=O)CCCCCCCCCCC)c1O. The target protein (P14422) has sequence HLLDFRKMIRYTTGKEATTSYGAYGCHCGVGGRGAPKAKFLSYKFSMKKAAAACFKYQFYPNNRCG. The pIC50 is 8.0.